This data is from HIV replication inhibition screening data with 41,000+ compounds from the AIDS Antiviral Screen. The task is: Binary Classification. Given a drug SMILES string, predict its activity (active/inactive) in a high-throughput screening assay against a specified biological target. (1) The compound is CC(C)(C)NN=C(Cc1occc(=O)c1O)C(=O)Nc1ccc([N+](=O)[O-])cc1[N+](=O)[O-]. The result is 0 (inactive). (2) The molecule is COc1cccc(NC(=O)C(C#N)=C(SC)SC)c1. The result is 0 (inactive). (3) The drug is Cc1ccc(-c2[nH]c(=O)n(C3OC(CO)C(O)C(O)C3O)c(=O)c2C#N)cc1. The result is 0 (inactive).